Dataset: Full USPTO retrosynthesis dataset with 1.9M reactions from patents (1976-2016). Task: Predict the reactants needed to synthesize the given product. (1) Given the product [Cl:1][C:2]1[CH:3]=[C:4]([CH:25]=[C:26]([Cl:29])[C:27]=1[Cl:28])[CH2:5][N:6]1[CH:10]=[C:9]([C:11](=[O:34])[CH3:16])[N:8]=[N:7]1, predict the reactants needed to synthesize it. The reactants are: [Cl:1][C:2]1[CH:3]=[C:4]([CH:25]=[C:26]([Cl:29])[C:27]=1[Cl:28])[CH2:5][N:6]1[CH:10]=[C:9]([C:11]2N=C3SC(NCC(O)=O)=NC3=N[CH:16]=2)[N:8]=[N:7]1.CC(=[O:34])C#C.[Na].O=C1O[C@H]([C@H](CO)O)C(O)=C1O. (2) Given the product [C:1]1([C:7]2[O:11][N:10]=[C:9]([C:12]([NH:39][CH2:40][CH2:41][C:42]([O:44][CH3:45])=[O:43])=[O:14])[CH:8]=2)[CH:2]=[CH:3][CH:4]=[CH:5][CH:6]=1, predict the reactants needed to synthesize it. The reactants are: [C:1]1([C:7]2[O:11][N:10]=[C:9]([C:12]([OH:14])=O)[CH:8]=2)[CH:6]=[CH:5][CH:4]=[CH:3][CH:2]=1.CN(C(ON1N=NC2C=CC=NC1=2)=[N+](C)C)C.F[P-](F)(F)(F)(F)F.[NH2:39][CH2:40][CH2:41][C:42]([O:44][CH3:45])=[O:43].CCN(C(C)C)C(C)C. (3) Given the product [CH2:1]([O:3][C:4]([C:6]1[S:7][C:8]([CH2:14][CH3:15])=[C:9]([C:12]#[N:13])[C:10]=1[C:20]1[CH:21]=[CH:22][C:17]([Br:16])=[CH:18][CH:19]=1)=[O:5])[CH3:2], predict the reactants needed to synthesize it. The reactants are: [CH2:1]([O:3][C:4]([C:6]1[S:7][C:8]([CH2:14][CH3:15])=[C:9]([C:12]#[N:13])[C:10]=1I)=[O:5])[CH3:2].[Br:16][C:17]1[CH:22]=[CH:21][C:20](B(O)O)=[CH:19][CH:18]=1.C(=O)([O-])[O-].[Na+].[Na+]. (4) The reactants are: [CH2:1]([O:8][C@H:9]([CH3:33])[C@H:10]([NH:13][C:14]([C:27]1[CH:32]=[CH:31][CH:30]=[CH:29][CH:28]=1)([C:21]1[CH:26]=[CH:25][CH:24]=[CH:23][CH:22]=1)[C:15]1[CH:20]=[CH:19][CH:18]=[CH:17][CH:16]=1)[CH2:11][OH:12])[C:2]1[CH:7]=[CH:6][CH:5]=[CH:4][CH:3]=1.C(N(CC)CC)C.[Si:41](Cl)([C:44]([CH3:47])([CH3:46])[CH3:45])([CH3:43])[CH3:42]. Given the product [CH2:1]([O:8][C@H:9]([CH3:33])[C@H:10]([NH:13][C:14]([C:27]1[CH:32]=[CH:31][CH:30]=[CH:29][CH:28]=1)([C:21]1[CH:22]=[CH:23][CH:24]=[CH:25][CH:26]=1)[C:15]1[CH:16]=[CH:17][CH:18]=[CH:19][CH:20]=1)[CH2:11][O:12][Si:41]([C:44]([CH3:47])([CH3:46])[CH3:45])([CH3:43])[CH3:42])[C:2]1[CH:3]=[CH:4][CH:5]=[CH:6][CH:7]=1, predict the reactants needed to synthesize it. (5) Given the product [Cl:1][C:2]1[CH:3]=[C:4]([C:17]2[N:22]=[CH:21][C:20]([C@@:23]([OH:29])([CH3:28])[C:24]([F:26])([F:27])[F:25])=[CH:19][CH:18]=2)[CH:5]=[CH:6][C:7]=1[S:8]([C:11]1[CH:12]=[CH:13][CH:14]=[CH:15][CH:16]=1)(=[O:9])=[O:10], predict the reactants needed to synthesize it. The reactants are: [Cl:1][C:2]1[CH:3]=[C:4]([C:17]2[N:22]=[CH:21][C:20]([C@:23]([OH:29])([CH3:28])[C:24]([F:27])([F:26])[F:25])=[CH:19][CH:18]=2)[CH:5]=[CH:6][C:7]=1[S:8]([C:11]1[CH:16]=[CH:15][CH:14]=[CH:13][CH:12]=1)(=[O:10])=[O:9].C1N=C(N)C2N=CN([C@@H]3O[C@H](COP(OP(OC[C@H]4O[C@@H](N5C=C(C(N)=O)CC=C5)[C@H](O)[C@@H]4O)(O)=O)(O)=O)[C@@H](O)[C@H]3OP(O)(O)=O)C=2N=1. (6) Given the product [CH:1]([N:4]1[CH2:9][CH2:8][CH:7]([O:10][C:11]2[CH:19]=[CH:18][C:17]3[N:16]4[CH2:20][CH2:21][N:22]([CH2:28][C:29]([NH:31][CH3:32])=[O:30])[C:23](=[O:24])[C:15]4=[CH:14][C:13]=3[CH:12]=2)[CH2:6][CH2:5]1)([CH3:3])[CH3:2], predict the reactants needed to synthesize it. The reactants are: [CH:1]([N:4]1[CH2:9][CH2:8][CH:7]([O:10][C:11]2[CH:19]=[CH:18][C:17]3[N:16]4[CH2:20][CH2:21][NH:22][C:23](=[O:24])[C:15]4=[CH:14][C:13]=3[CH:12]=2)[CH2:6][CH2:5]1)([CH3:3])[CH3:2].[H-].[Na+].Cl[CH2:28][C:29]([NH:31][CH3:32])=[O:30]. (7) Given the product [C:7]1([S:13]([N:16]2[C:20]3=[N:21][CH:22]=[C:23]([O:25][CH2:46][CH2:45][O:44][CH3:43])[CH:24]=[C:19]3[CH:18]=[C:17]2[C:26]([C:33]2[CH:34]=[CH:35][C:36]([S:39]([CH3:42])(=[O:40])=[O:41])=[CH:37][CH:38]=2)=[CH:27][CH:28]2[CH2:32][CH2:31][CH2:30][CH2:29]2)(=[O:14])=[O:15])[CH:12]=[CH:11][CH:10]=[CH:9][CH:8]=1, predict the reactants needed to synthesize it. The reactants are: C(=O)([O-])[O-].[K+].[K+].[C:7]1([S:13]([N:16]2[C:20]3=[N:21][CH:22]=[C:23]([OH:25])[CH:24]=[C:19]3[CH:18]=[C:17]2[C:26]([C:33]2[CH:38]=[CH:37][C:36]([S:39]([CH3:42])(=[O:41])=[O:40])=[CH:35][CH:34]=2)=[CH:27][CH:28]2[CH2:32][CH2:31][CH2:30][CH2:29]2)(=[O:15])=[O:14])[CH:12]=[CH:11][CH:10]=[CH:9][CH:8]=1.[CH3:43][O:44][CH2:45][CH2:46]Br. (8) Given the product [NH2:7][CH:8]1[CH2:14][O:13][C:12]2[N:15]=[CH:16][C:17]([NH:19][C:20](=[O:29])[C:21]3[C:26]([Cl:27])=[CH:25][CH:24]=[CH:23][C:22]=3[Cl:28])=[CH:18][C:11]=2[N:10]([S:30]([C:33]2[CH:34]=[C:35]([CH3:39])[CH:36]=[CH:37][CH:38]=2)(=[O:31])=[O:32])[CH2:9]1, predict the reactants needed to synthesize it. The reactants are: C(OC(=O)[NH:7][CH:8]1[CH2:14][O:13][C:12]2[N:15]=[CH:16][C:17]([NH:19][C:20](=[O:29])[C:21]3[C:26]([Cl:27])=[CH:25][CH:24]=[CH:23][C:22]=3[Cl:28])=[CH:18][C:11]=2[N:10]([S:30]([C:33]2[CH:34]=[C:35]([CH3:39])[CH:36]=[CH:37][CH:38]=2)(=[O:32])=[O:31])[CH2:9]1)(C)(C)C.Cl.